This data is from Full USPTO retrosynthesis dataset with 1.9M reactions from patents (1976-2016). The task is: Predict the reactants needed to synthesize the given product. (1) Given the product [C:1]([N:9]1[CH2:22][CH2:21][C:20]2[C:19]3[C:18]([C:30]4[CH:35]=[CH:34][CH:33]=[CH:32][CH:31]=4)=[CH:17][CH:16]=[CH:15][C:14]=3[NH:13][C:12]=2[CH2:11][CH2:10]1)(=[O:8])[C:2]1[CH:7]=[CH:6][CH:5]=[CH:4][CH:3]=1, predict the reactants needed to synthesize it. The reactants are: [C:1]([N:9]1[CH2:22][CH2:21][C:20]2[C:19]3[C:18](Br)=[CH:17][CH:16]=[CH:15][C:14]=3[NH:13][C:12]=2[CH2:11][CH2:10]1)(=[O:8])[C:2]1[CH:7]=[CH:6][CH:5]=[CH:4][CH:3]=1.C(=O)([O-])[O-].[K+].[K+].[C:30]1(B(O)O)[CH:35]=[CH:34][CH:33]=[CH:32][CH:31]=1.CCOC(C)=O.CCCCCCC. (2) Given the product [CH3:1][N:2]1[CH2:29][CH2:28][CH2:27][C@:3]1([CH3:30])[C:4]([NH:6][C@H:7]([C:11]([N:13]([C@@H:15]([C@@H:23]([CH3:26])[CH2:24][CH3:25])[C@H:16]([O:21][CH3:22])[CH2:17][C:18](=[O:20])[O:19][C:42]1[C:43]([F:52])=[C:44]([F:51])[C:45]([F:50])=[C:46]([F:49])[C:47]=1[F:48])[CH3:14])=[O:12])[CH:8]([CH3:10])[CH3:9])=[O:5], predict the reactants needed to synthesize it. The reactants are: [CH3:1][N:2]1[CH2:29][CH2:28][CH2:27][C@:3]1([CH3:30])[C:4]([NH:6][C@H:7]([C:11]([N:13]([C@@H:15]([C@@H:23]([CH3:26])[CH2:24][CH3:25])[C@H:16]([O:21][CH3:22])[CH2:17][C:18]([OH:20])=[O:19])[CH3:14])=[O:12])[CH:8]([CH3:10])[CH3:9])=[O:5].N1C=CC=CC=1.FC(F)(F)C(O[C:42]1[C:47]([F:48])=[C:46]([F:49])[C:45]([F:50])=[C:44]([F:51])[C:43]=1[F:52])=O. (3) Given the product [F:11][C:8]1[CH:9]=[CH:10][C:5]([CH2:4][NH:3][O:2][CH3:1])=[CH:6][C:7]=1[CH3:12], predict the reactants needed to synthesize it. The reactants are: [CH3:1][O:2][N:3]=[CH:4][C:5]1[CH:10]=[CH:9][C:8]([F:11])=[C:7]([CH3:12])[CH:6]=1.C([BH3-])#N.[Na+]. (4) Given the product [Si:11]([O:18][CH2:19][CH:20]=[O:21])([C:14]([CH3:17])([CH3:16])[CH3:15])([CH3:13])[CH3:12], predict the reactants needed to synthesize it. The reactants are: C(Cl)(=O)C(Cl)=O.CS(C)=O.[Si:11]([O:18][CH2:19][CH2:20][OH:21])([C:14]([CH3:17])([CH3:16])[CH3:15])([CH3:13])[CH3:12].C(N(CC)CC)C. (5) Given the product [NH2:50][C@@H:18]([CH2:39][C:40]1[CH:45]=[CH:44][CH:43]=[CH:42][CH:41]=1)[C:19]([NH:21][C:22]1[N:26]([CH2:27][C:28]([O:30][CH2:31][CH3:32])=[O:29])[N:25]=[C:24]([C:33]2[CH:38]=[CH:37][N:36]=[CH:35][CH:34]=2)[CH:23]=1)=[O:20], predict the reactants needed to synthesize it. The reactants are: C1C2C(COC([C@@H:18]([CH2:39][C:40]3[CH:45]=[CH:44][CH:43]=[CH:42][CH:41]=3)[C:19]([NH:21][C:22]3[N:26]([CH2:27][C:28]([O:30][CH2:31][CH3:32])=[O:29])[N:25]=[C:24]([C:33]4[CH:38]=[CH:37][N:36]=[CH:35][CH:34]=4)[CH:23]=3)=[O:20])=O)C3C(=CC=CC=3)C=2C=CC=1.CCCC[N+:50](CCCC)(CCCC)CCCC.[F-].O.